Dataset: Catalyst prediction with 721,799 reactions and 888 catalyst types from USPTO. Task: Predict which catalyst facilitates the given reaction. (1) Reactant: [NH:1]1[CH:5]=[CH:4][CH:3]=[C:2]1[C:6]1[CH:7]=[C:8]2[C:12](=[CH:13][CH:14]=1)[NH:11][C:10](=[O:15])[C:9]12[CH2:20][CH2:19][CH2:18][CH2:17][CH2:16]1.[C:21](=O)([O-])[O-].[K+].[K+].IC.O. Product: [CH3:21][N:1]1[CH:5]=[CH:4][CH:3]=[C:2]1[C:6]1[CH:7]=[C:8]2[C:12](=[CH:13][CH:14]=1)[NH:11][C:10](=[O:15])[C:9]12[CH2:20][CH2:19][CH2:18][CH2:17][CH2:16]1. The catalyst class is: 31. (2) Reactant: [F:1][C:2]1[CH:12]=[CH:11][C:5]2[C:6](=O)[O:7][C:8](=[O:9])[C:4]=2[CH:3]=1.[NH2:13]C(N)=O. The catalyst class is: 113. Product: [F:1][C:2]1[CH:3]=[C:4]2[C:5](=[CH:11][CH:12]=1)[C:6](=[O:7])[NH:13][C:8]2=[O:9].